This data is from Forward reaction prediction with 1.9M reactions from USPTO patents (1976-2016). The task is: Predict the product of the given reaction. (1) Given the reactants [CH3:1][O:2][C:3]1[CH:4]=[C:5]([C:11]2[CH:12]=[N:13][N:14]3[CH:19]=[CH:18][C:17](=O)[NH:16][C:15]=23)[CH:6]=[C:7]([O:9][CH3:10])[CH:8]=1.P(Br)(Br)([Br:23])=O.C([O-])(O)=O.[Na+], predict the reaction product. The product is: [Br:23][C:17]1[CH:18]=[CH:19][N:14]2[N:13]=[CH:12][C:11]([C:5]3[CH:4]=[C:3]([O:2][CH3:1])[CH:8]=[C:7]([O:9][CH3:10])[CH:6]=3)=[C:15]2[N:16]=1. (2) Given the reactants [CH3:1][C:2]([CH3:29])=[CH:3][C:4]1[C:12]2[C:11]([NH:13][CH2:14][C:15]3[CH:20]=[N:19][C:18]([CH3:21])=[CH:17][N:16]=3)=[N:10][CH:9]=[N:8][C:7]=2[N:6]([C:22]2[CH:27]=[CH:26][C:25]([CH3:28])=[CH:24][CH:23]=2)[CH:5]=1, predict the reaction product. The product is: [CH2:3]([C:4]1[C:12]2[C:11]([NH:13][CH2:14][C:15]3[CH:20]=[N:19][C:18]([CH3:21])=[CH:17][N:16]=3)=[N:10][CH:9]=[N:8][C:7]=2[N:6]([C:22]2[CH:23]=[CH:24][C:25]([CH3:28])=[CH:26][CH:27]=2)[CH:5]=1)[CH:2]([CH3:29])[CH3:1]. (3) The product is: [CH3:1][O:2][C:3]1[CH:4]=[C:5]2[C:10](=[CH:11][C:12]=1[O:13][CH3:14])[N:9]=[CH:8][CH:7]=[C:6]2[O:15][C:16]1[C:22]([CH3:23])=[CH:21][C:19]([NH:20][C:29](=[O:35])[O:28][CH2:26][CH2:43][CH2:42][CH2:41][CH2:40][CH2:39][N:38]([CH3:46])[CH3:37])=[C:18]([CH3:24])[CH:17]=1. Given the reactants [CH3:1][O:2][C:3]1[CH:4]=[C:5]2[C:10](=[CH:11][C:12]=1[O:13][CH3:14])[N:9]=[CH:8][CH:7]=[C:6]2[O:15][C:16]1[C:22]([CH3:23])=[CH:21][C:19]([NH2:20])=[C:18]([CH3:24])[CH:17]=1.Cl[C:26](Cl)([O:28][C:29](=[O:35])OC(Cl)(Cl)Cl)Cl.[CH3:37][N:38]([CH3:46])[CH2:39][CH2:40][CH2:41][CH2:42][CH2:43]CO.C(=O)(O)[O-].[Na+], predict the reaction product. (4) Given the reactants [F:1][C:2]1[CH:7]=[CH:6][C:5]([O:8][CH3:9])=[CH:4][C:3]=1[C:10]1[CH:11]=[CH:12][C:13]([CH2:21][OH:22])=[N:14][C:15]=1[CH2:16][C:17]([CH3:20])([CH3:19])[CH3:18].C(N(CC)CC)C.O, predict the reaction product. The product is: [F:1][C:2]1[CH:7]=[CH:6][C:5]([O:8][CH3:9])=[CH:4][C:3]=1[C:10]1[CH:11]=[CH:12][C:13]([CH:21]=[O:22])=[N:14][C:15]=1[CH2:16][C:17]([CH3:18])([CH3:20])[CH3:19]. (5) The product is: [C:2]1([CH2:1][O:8][C:12]2[N:13]=[C:14]([OH:22])[C:15]3[CH:21]=[CH:20][N:19]=[CH:18][C:16]=3[N:17]=2)[CH:7]=[CH:6][CH:5]=[CH:4][CH:3]=1. Given the reactants [CH2:1]([OH:8])[C:2]1[CH:7]=[CH:6][CH:5]=[CH:4][CH:3]=1.[H-].[Na+].Cl[C:12]1[N:13]=[C:14]([OH:22])[C:15]2[CH:21]=[CH:20][N:19]=[CH:18][C:16]=2[N:17]=1, predict the reaction product. (6) Given the reactants [CH:1]1([CH2:5]O)[CH2:4]C[CH2:2]1.[C:24]1(P([C:20]2[CH:25]=[CH:24][CH:23]=[CH:22]C=2)[C:24]2[CH:25]=[CH:20]C=[CH:22][CH:23]=2)[CH:25]=[CH:20]C=[CH:22][CH:23]=1.[N:26](C(OC(C)C)=O)=NC(OC(C)C)=O.C([N:42]([CH2:45][CH3:46])[CH2:43][CH3:44])C.SC[C:49]([OH:51])=[O:50], predict the reaction product. The product is: [CH:23]1([CH2:22][NH:26][C@H:46]2[CH2:44][CH2:43][N:42]([C:49]([O:51][C:1]([CH3:5])([CH3:4])[CH3:2])=[O:50])[CH2:45]2)[CH2:24][CH2:25][CH2:20]1.